Predict the reaction yield, written as a fraction of the theoretical maximum amount of product (1.0 means a 100% yield; for example, 0.34 means a 34% yield). From a dataset of Reaction yield outcomes from USPTO patents with 853,638 reactions. (1) The reactants are [CH3:1][N:2]([CH3:19])[C:3]1[CH:8]=[CH:7][C:6]([N:9]2[C:14](=[O:15])[CH:13]=[CH:12][C:11]([C:16]([OH:18])=O)=[CH:10]2)=[CH:5][CH:4]=1.Cl.Cl.[NH2:22][CH:23]1[CH:28]2[CH2:29][CH2:30][N:25]([CH2:26][CH2:27]2)[CH2:24]1.C(CC(CC)([NH-])C)C.CN(C(ON1N=NC2C=CC=NC1=2)=[N+](C)C)C.F[P-](F)(F)(F)(F)F. The catalyst is O1CCCC1.CN(C=O)C. The product is [N:25]12[CH2:30][CH2:29][CH:28]([CH2:27][CH2:26]1)[CH:23]([NH:22][C:16]([C:11]1[CH:12]=[CH:13][C:14](=[O:15])[N:9]([C:6]3[CH:5]=[CH:4][C:3]([N:2]([CH3:1])[CH3:19])=[CH:8][CH:7]=3)[CH:10]=1)=[O:18])[CH2:24]2. The yield is 0.310. (2) The catalyst is ClCCl. The yield is 0.710. The reactants are C1(N=C=NC2CCCCC2)CCCCC1.[CH2:16]([NH:23][C@H:24]([C:26]([O:28][CH3:29])=[O:27])[CH3:25])[C:17]1[CH:22]=[CH:21][CH:20]=[CH:19][CH:18]=1.[CH2:30]([O:37][C:38]([NH:40][C:41]1([C:44](O)=[O:45])[CH2:43][CH2:42]1)=[O:39])[C:31]1[CH:36]=[CH:35][CH:34]=[CH:33][CH:32]=1. The product is [CH2:16]([N:23]([C:44]([C:41]1([NH:40][C:38]([O:37][CH2:30][C:31]2[CH:36]=[CH:35][CH:34]=[CH:33][CH:32]=2)=[O:39])[CH2:42][CH2:43]1)=[O:45])[C@H:24]([C:26]([O:28][CH3:29])=[O:27])[CH3:25])[C:17]1[CH:22]=[CH:21][CH:20]=[CH:19][CH:18]=1. (3) The reactants are [CH3:1][C:2]1[S:6][C:5]([C:7]([O:9]C)=[O:8])=[CH:4][C:3]=1[C:11]1[N:15]([CH3:16])[N:14]=[CH:13][CH:12]=1.[Br:17]N1C(=O)CCC1=O.[OH-].[Na+]. The catalyst is O1CCCC1. The product is [Br:17][C:12]1[CH:13]=[N:14][N:15]([CH3:16])[C:11]=1[C:3]1[CH:4]=[C:5]([C:7]([OH:9])=[O:8])[S:6][C:2]=1[CH3:1]. The yield is 0.910.